From a dataset of Reaction yield outcomes from USPTO patents with 853,638 reactions. Predict the reaction yield, written as a fraction of the theoretical maximum amount of product (1.0 means a 100% yield; for example, 0.34 means a 34% yield). (1) The reactants are [Cl:1][C:2]1[CH:7]=[C:6]([N+:8]([O-:10])=[O:9])[CH:5]=[CH:4][C:3]=1[N:11]1[CH2:16][CH2:15][NH:14][CH2:13][CH2:12]1.[CH3:17][C:18]([O:21][C:22](O[C:22]([O:21][C:18]([CH3:20])([CH3:19])[CH3:17])=[O:23])=[O:23])([CH3:20])[CH3:19].CCN(CC)CC. The catalyst is CN(C1C=CN=CC=1)C.C(Cl)Cl. The product is [Cl:1][C:2]1[CH:7]=[C:6]([N+:8]([O-:10])=[O:9])[CH:5]=[CH:4][C:3]=1[N:11]1[CH2:16][CH2:15][N:14]([C:22]([O:21][C:18]([CH3:20])([CH3:19])[CH3:17])=[O:23])[CH2:13][CH2:12]1. The yield is 0.860. (2) The reactants are Br[CH:2]([C:14]1[CH:19]=[CH:18][CH:17]=[CH:16][CH:15]=1)[C:3]([O:5][C@H:6]([C:8]1[CH:13]=[CH:12][CH:11]=[CH:10][CH:9]=1)[CH3:7])=[O:4].C(N(CC)CC)C.[C:27]1([C:33]2([OH:39])[CH2:38][CH2:37][NH:36][CH2:35][CH2:34]2)[CH:32]=[CH:31][CH:30]=[CH:29][CH:28]=1. The catalyst is C1COCC1.[I-].C([N+](CCCC)(CCCC)CCCC)CCC.C(OCC)(=O)C. The product is [OH:39][C:33]1([C:27]2[CH:32]=[CH:31][CH:30]=[CH:29][CH:28]=2)[CH2:38][CH2:37][N:36]([C@H:2]([C:14]2[CH:19]=[CH:18][CH:17]=[CH:16][CH:15]=2)[C:3]([O:5][C@H:6]([C:8]2[CH:13]=[CH:12][CH:11]=[CH:10][CH:9]=2)[CH3:7])=[O:4])[CH2:35][CH2:34]1. The yield is 0.270. (3) The reactants are [CH2:1]([O:8][C:9]([NH:11][C@@H:12]([CH2:16][O:17][CH2:18][C@H:19]([O:34][CH2:35][C:36]([CH3:38])=[CH2:37])[C@@H:20]([O:29][CH2:30][C:31]([CH3:33])=[CH2:32])[C@H:21]([OH:28])[CH2:22][O:23][CH2:24][C:25]([CH3:27])=[CH2:26])[C:13]([OH:15])=[O:14])=[O:10])[C:2]1[CH:7]=[CH:6][CH:5]=[CH:4][CH:3]=1.CC1C=CC=C([N+]([O-])=O)C=1C(OC(C1C([N+]([O-])=O)=CC=CC=1C)=O)=O. The catalyst is C1(C)C=CC=CC=1.CN(C1C=CN=CC=1)C. The product is [CH3:38][C:36](=[CH2:37])[CH2:35][O:34][C@@H:19]1[C@@H:20]([O:29][CH2:30][C:31]([CH3:33])=[CH2:32])[C@@H:21]([CH2:22][O:23][CH2:24][C:25]([CH3:27])=[CH2:26])[O:28][C:13](=[O:15])[C@@H:12]([NH:11][C:9](=[O:10])[O:8][CH2:1][C:2]2[CH:3]=[CH:4][CH:5]=[CH:6][CH:7]=2)[CH2:16][O:17][CH2:18]1.[CH3:38][C:36](=[CH2:37])[CH2:35][O:34][C@@H:19]1[C@@H:20]([O:29][CH2:30][C:31]([CH3:33])=[CH2:32])[C@@H:21]([CH2:22][O:23][CH2:24][C:25]([CH3:27])=[CH2:26])[O:28][C:13](=[O:14])[C@H:12]([NH:11][C:9](=[O:10])[O-:8])[CH2:16][O:17][CH2:18]1. The yield is 0.360. (4) The reactants are [CH3:1][O:2][C:3]([CH:5]1[CH2:10][CH:9]([O:11][C:12]2[C:21]3[C:16](=[C:17]([CH3:24])[C:18]([O:22][CH3:23])=[CH:19][CH:20]=3)[N:15]=[C:14]([C:25]3[S:26][CH:27]=[C:28]([C:30]([F:33])([F:32])[F:31])[N:29]=3)[N:13]=2)[CH2:8][CH2:7][N:6]1C)=[O:4].COC(C1CC(OC2C3C(=C(C)C(OC)=CC=3)N=C(C3SC=C(C(F)(F)F)N=3)C=2)CCN1)=O. No catalyst specified. The product is [CH3:1][O:2][C:3]([CH:5]1[CH2:10][CH:9]([O:11][C:12]2[C:21]3[C:16](=[C:17]([CH3:24])[C:18]([O:22][CH3:23])=[CH:19][CH:20]=3)[N:15]=[C:14]([C:25]3[S:26][CH:27]=[C:28]([C:30]([F:31])([F:32])[F:33])[N:29]=3)[N:13]=2)[CH2:8][CH2:7][NH:6]1)=[O:4]. The yield is 0.550. (5) The reactants are C(O[BH-](OC(=O)C)OC(=O)C)(=O)C.[Na+].O=[C:16]([CH3:35])[CH2:17][CH2:18][C:19]1[CH:34]=[CH:33][C:22]([O:23][C:24]2[CH:32]=[CH:31][C:27]([C:28]([NH2:30])=[O:29])=[CH:26][N:25]=2)=[CH:21][CH:20]=1.[CH2:36]([NH2:43])[C:37]1[CH:42]=[CH:41][CH:40]=[CH:39][CH:38]=1.C(O)(=O)C. The catalyst is CO.ClCCCl. The product is [CH2:36]([NH:43][CH:16]([CH3:35])[CH2:17][CH2:18][C:19]1[CH:34]=[CH:33][C:22]([O:23][C:24]2[CH:32]=[CH:31][C:27]([C:28]([NH2:30])=[O:29])=[CH:26][N:25]=2)=[CH:21][CH:20]=1)[C:37]1[CH:42]=[CH:41][CH:40]=[CH:39][CH:38]=1. The yield is 0.690.